Dataset: TCR-epitope binding with 47,182 pairs between 192 epitopes and 23,139 TCRs. Task: Binary Classification. Given a T-cell receptor sequence (or CDR3 region) and an epitope sequence, predict whether binding occurs between them. (1) The epitope is LLQTGIHVRVSQPSL. The TCR CDR3 sequence is CASSFGTGVNSPLHF. Result: 1 (the TCR binds to the epitope). (2) The epitope is FVDGVPFVV. The TCR CDR3 sequence is CASSKGRWRTSGRAAKNIQYF. Result: 1 (the TCR binds to the epitope). (3) The epitope is TPQDLNTML. The TCR CDR3 sequence is CASSWSGGVSDEQFF. Result: 0 (the TCR does not bind to the epitope). (4) The epitope is YLNTLTLAV. The TCR CDR3 sequence is CASGTSGSSHEQYF. Result: 1 (the TCR binds to the epitope).